Dataset: Full USPTO retrosynthesis dataset with 1.9M reactions from patents (1976-2016). Task: Predict the reactants needed to synthesize the given product. (1) Given the product [CH2:1]([N:8]([CH3:32])[CH:9]1[CH2:10][NH:11][CH2:12][CH:13]([C:15]([NH:16][C:17]2[CH:18]=[CH:19][C:20]([Cl:23])=[CH:21][CH:22]=2)=[O:24])[CH2:14]1)[C:2]1[CH:3]=[CH:4][CH:5]=[CH:6][CH:7]=1, predict the reactants needed to synthesize it. The reactants are: [CH2:1]([N:8]([CH3:32])[CH:9]1[CH2:14][CH:13]([C:15](=[O:24])[NH:16][C:17]2[CH:22]=[CH:21][C:20]([Cl:23])=[CH:19][CH:18]=2)[CH2:12][N:11](C(OC(C)(C)C)=O)[CH2:10]1)[C:2]1[CH:7]=[CH:6][CH:5]=[CH:4][CH:3]=1.FC(F)(F)C(O)=O. (2) Given the product [Br:8][C:5]1[CH:6]=[CH:7][C:2]([O:19][CH:15]([CH2:16][CH2:17][CH3:18])[CH2:14][CH2:13][CH3:12])=[C:3]([CH:4]=1)[NH2:9], predict the reactants needed to synthesize it. The reactants are: F[C:2]1[CH:7]=[CH:6][C:5]([Br:8])=[CH:4][C:3]=1[N+:9]([O-])=O.[CH3:12][CH2:13][CH2:14][CH:15]([OH:19])[CH2:16][CH2:17][CH3:18].BrC1C=CC(OC(C(C)C)C(C)C)=C(C=1)N. (3) Given the product [CH3:12][O:22][C:20]([CH:19]1[O:11][C:8]2[CH:7]=[CH:6][C:3]([CH:4]=[O:5])=[C:2]([Br:1])[C:9]=2[O:10]1)=[O:21], predict the reactants needed to synthesize it. The reactants are: [Br:1][C:2]1[C:9]([OH:10])=[C:8]([OH:11])[CH:7]=[CH:6][C:3]=1[CH:4]=[O:5].[C:12]([O-])([O-])=O.[K+].[K+].Br[CH:19](Br)[C:20]([OH:22])=[O:21].OS(O)(=O)=O. (4) Given the product [Br:1][C:2]1[C:9]([O:10][CH3:11])=[CH:8][CH:7]=[C:6]([CH2:12][C:13]2[CH:14]=[CH:15][C:16]([F:19])=[CH:17][CH:18]=2)[C:3]=1[C:4]#[N:5], predict the reactants needed to synthesize it. The reactants are: [Br:1][C:2]1[C:9]([O:10][CH3:11])=[CH:8][CH:7]=[C:6]([C:12](=O)[C:13]2[CH:18]=[CH:17][C:16]([F:19])=[CH:15][CH:14]=2)[C:3]=1[C:4]#[N:5].C([SiH](CC)CC)C. (5) Given the product [CH3:27][C:2]1([CH3:1])[O:6][C@H:5]([C:7]([N:9]2[CH2:13][C@@H:12]([C:14]3[CH:19]=[CH:18][C:17]([O:20][CH3:21])=[C:16]([O:22][CH:39]4[CH2:42][N:41]([CH:43]([C:44]5[CH:49]=[CH:48][CH:47]=[CH:46][CH:45]=5)[C:50]5[CH:55]=[CH:54][CH:53]=[CH:52][CH:51]=5)[CH2:40]4)[CH:15]=3)[C@@:11]([C@H:24]([OH:26])[CH3:25])([CH3:23])[CH2:10]2)=[O:8])[CH2:4][O:3]1, predict the reactants needed to synthesize it. The reactants are: [CH3:1][C:2]1([CH3:27])[O:6][C@H:5]([C:7]([N:9]2[CH2:13][C@@H:12]([C:14]3[CH:19]=[CH:18][C:17]([O:20][CH3:21])=[C:16]([OH:22])[CH:15]=3)[C@@:11]([C@H:24]([OH:26])[CH3:25])([CH3:23])[CH2:10]2)=[O:8])[CH2:4][O:3]1.C(=O)([O-])[O-].[K+].[K+].CS(O[CH:39]1[CH2:42][N:41]([CH:43]([C:50]2[CH:55]=[CH:54][CH:53]=[CH:52][CH:51]=2)[C:44]2[CH:49]=[CH:48][CH:47]=[CH:46][CH:45]=2)[CH2:40]1)(=O)=O.C(OCC)(=O)C.